Task: Predict the reactants needed to synthesize the given product.. Dataset: Full USPTO retrosynthesis dataset with 1.9M reactions from patents (1976-2016) The reactants are: [CH:1]1([NH:4][C:5]2[N:10]=[C:9]([C:11]3[C:19]4[C:14](=[CH:15][CH:16]=[C:17]([C:20]5[S:24][C:23]([NH:25]CC6C=CC(OC)=CC=6)=[N:22][N:21]=5)[CH:18]=4)[N:13]([S:35]([C:38]4[CH:44]=[CH:43][C:41]([CH3:42])=[CH:40][CH:39]=4)(=[O:37])=[O:36])[CH:12]=3)[CH:8]=[N:7][CH:6]=2)[CH2:3][CH2:2]1. Given the product [CH:1]1([NH:4][C:5]2[N:10]=[C:9]([C:11]3[C:19]4[C:14](=[CH:15][CH:16]=[C:17]([C:20]5[S:24][C:23]([NH2:25])=[N:22][N:21]=5)[CH:18]=4)[N:13]([S:35]([C:38]4[CH:39]=[CH:40][C:41]([CH3:42])=[CH:43][CH:44]=4)(=[O:37])=[O:36])[CH:12]=3)[CH:8]=[N:7][CH:6]=2)[CH2:3][CH2:2]1, predict the reactants needed to synthesize it.